Dataset: Peptide-MHC class I binding affinity with 185,985 pairs from IEDB/IMGT. Task: Regression. Given a peptide amino acid sequence and an MHC pseudo amino acid sequence, predict their binding affinity value. This is MHC class I binding data. (1) The peptide sequence is KSKQDRSDGY. The MHC is HLA-A11:01 with pseudo-sequence HLA-A11:01. The binding affinity (normalized) is 0. (2) The MHC is HLA-B39:01 with pseudo-sequence HLA-B39:01. The binding affinity (normalized) is 0.0847. The peptide sequence is LQYNTFLQY. (3) The peptide sequence is YYATSYLEY. The MHC is HLA-B15:01 with pseudo-sequence HLA-B15:01. The binding affinity (normalized) is 0. (4) The peptide sequence is HSSAAQRRGR. The MHC is HLA-B57:01 with pseudo-sequence HLA-B57:01. The binding affinity (normalized) is 0.605. (5) The peptide sequence is LIVKTVLDH. The MHC is HLA-B15:01 with pseudo-sequence HLA-B15:01. The binding affinity (normalized) is 0. (6) The peptide sequence is YSTVRDLFL. The MHC is HLA-B57:01 with pseudo-sequence HLA-B57:01. The binding affinity (normalized) is 0.0847. (7) The peptide sequence is EARIVDKFGK. The MHC is HLA-A33:01 with pseudo-sequence HLA-A33:01. The binding affinity (normalized) is 0.0822. (8) The peptide sequence is THFQRKRRV. The MHC is HLA-B35:01 with pseudo-sequence HLA-B35:01. The binding affinity (normalized) is 0.0847. (9) The peptide sequence is EVKLFIVPDA. The MHC is HLA-A02:03 with pseudo-sequence HLA-A02:03. The binding affinity (normalized) is 0.222. (10) The peptide sequence is STGNYNYKY. The MHC is Patr-B0101 with pseudo-sequence Patr-B0101. The binding affinity (normalized) is 0.